From a dataset of Full USPTO retrosynthesis dataset with 1.9M reactions from patents (1976-2016). Predict the reactants needed to synthesize the given product. (1) Given the product [O:33]=[C:32]([NH:2][C:3](=[O:21])[CH2:4][C:5]1[CH:10]=[CH:9][C:8]([CH2:11][CH2:12][CH2:13][CH2:14][C:15]2[CH:20]=[CH:19][CH:18]=[CH:17][CH:16]=2)=[CH:7][CH:6]=1)[CH2:31][CH2:30][NH:29][C:27](=[O:28])[O:26][C:22]([CH3:24])([CH3:23])[CH3:25], predict the reactants needed to synthesize it. The reactants are: O[NH:2][C:3](=[O:21])[CH2:4][C:5]1[CH:10]=[CH:9][C:8]([CH2:11][CH2:12][CH2:13][CH2:14][C:15]2[CH:20]=[CH:19][CH:18]=[CH:17][CH:16]=2)=[CH:7][CH:6]=1.[C:22]([O:26][C:27]([NH:29][CH2:30][CH2:31][C:32](O)=[O:33])=[O:28])([CH3:25])([CH3:24])[CH3:23].C1C=CC2N(O)N=NC=2C=1.O.Cl. (2) Given the product [Cl:1][C:2]1[CH:3]=[C:4]([CH:7]=[C:8]([O:11][CH3:12])[C:9]=1[O:10][CH2:19][C:20]1[CH:25]=[CH:24][CH:23]=[CH:22][CH:21]=1)[CH:5]=[O:6], predict the reactants needed to synthesize it. The reactants are: [Cl:1][C:2]1[CH:3]=[C:4]([CH:7]=[C:8]([O:11][CH3:12])[C:9]=1[OH:10])[CH:5]=[O:6].C([O-])([O-])=O.[Cs+].[Cs+].[CH2:19](Cl)[C:20]1[CH:25]=[CH:24][CH:23]=[CH:22][CH:21]=1. (3) Given the product [Br:1][C:2]1[CH:7]=[CH:6][C:5]([C:8]2[C:12]3[CH:13]=[CH:14][C:15]([O:17][CH2:18][CH2:19][CH2:20][N:24]([CH2:22][CH3:23])[CH2:25][CH2:26][OH:27])=[CH:16][C:11]=3[S:10][N:9]=2)=[CH:4][CH:3]=1, predict the reactants needed to synthesize it. The reactants are: [Br:1][C:2]1[CH:7]=[CH:6][C:5]([C:8]2[C:12]3[CH:13]=[CH:14][C:15]([O:17][CH2:18][CH2:19][CH2:20]Br)=[CH:16][C:11]=3[S:10][N:9]=2)=[CH:4][CH:3]=1.[CH2:22]([NH:24][CH2:25][CH2:26][OH:27])[CH3:23]. (4) Given the product [Cl:21][CH2:22][C:23]([N:5]([CH2:4][CH2:3][CH2:2][Cl:1])[C:6]1[CH:11]=[CH:10][CH:9]=[CH:8][C:7]=1[O:12][CH3:13])=[O:24], predict the reactants needed to synthesize it. The reactants are: [Cl:1][CH2:2][CH2:3][CH2:4][NH:5][C:6]1[CH:11]=[CH:10][CH:9]=[CH:8][C:7]=1[O:12][CH3:13].C(N(CC)CC)C.[Cl:21][CH2:22][C:23](Cl)=[O:24].O.